This data is from Forward reaction prediction with 1.9M reactions from USPTO patents (1976-2016). The task is: Predict the product of the given reaction. (1) Given the reactants [CH2:1]([O:3][CH:4]([C:11]1[CH:16]=[CH:15][C:14]([OH:17])=[CH:13][CH:12]=1)[CH2:5][C:6]([O:8][CH2:9][CH3:10])=[O:7])[CH3:2].[N:18]1([C:23]2[CH:24]=[C:25]([CH2:29]O)[CH:26]=[CH:27][CH:28]=2)[CH:22]=[CH:21][CH:20]=[CH:19]1.C1(P(C2C=CC=CC=2)C2C=CC=CC=2)C=CC=CC=1.C1(C)C=CC=CC=1.N(C(OCC)=O)=NC(OCC)=O, predict the reaction product. The product is: [CH2:1]([O:3][CH:4]([C:11]1[CH:12]=[CH:13][C:14]([O:17][CH2:29][C:25]2[CH:26]=[CH:27][CH:28]=[C:23]([N:18]3[CH:22]=[CH:21][CH:20]=[CH:19]3)[CH:24]=2)=[CH:15][CH:16]=1)[CH2:5][C:6]([O:8][CH2:9][CH3:10])=[O:7])[CH3:2]. (2) Given the reactants [Cl:1][C:2]1[C:7]([C:8]([F:11])([F:10])[F:9])=[CH:6][C:5]([C:12]2[N:16]=[CH:15][N:14](/[CH:17]=[CH:18]\[C:19]([OH:21])=O)[N:13]=2)=[CH:4][C:3]=1[C:22]([F:25])([F:24])[F:23].[NH:26]([C:28]1[CH:33]=[N:32][CH:31]=[CH:30][N:29]=1)[NH2:27].C(P1(=O)OP(CCC)(=O)OP(CCC)(=O)O1)CC.CCN(C(C)C)C(C)C, predict the reaction product. The product is: [Cl:1][C:2]1[C:7]([C:8]([F:10])([F:9])[F:11])=[CH:6][C:5]([C:12]2[N:16]=[CH:15][N:14](/[CH:17]=[CH:18]\[C:19]([NH:27][NH:26][C:28]3[CH:33]=[N:32][CH:31]=[CH:30][N:29]=3)=[O:21])[N:13]=2)=[CH:4][C:3]=1[C:22]([F:24])([F:25])[F:23]. (3) Given the reactants [CH2:1]([O:3][CH2:4][CH2:5][N:6]1[C:14]2[C:9](=[CH:10][CH:11]=[CH:12][CH:13]=2)[C:8]([CH:15]2[CH2:20][CH2:19][N:18]([CH2:21][CH2:22][CH2:23][O:24][C:25]3[CH:32]=[CH:31][C:28]([C:29]#[N:30])=[CH:27][CH:26]=3)[CH2:17][CH2:16]2)=[CH:7]1)[CH3:2].[Cl-].[NH4+].[N-:35]=[N+:36]=[N-:37].[Na+].[OH-].[Na+], predict the reaction product. The product is: [CH2:1]([O:3][CH2:4][CH2:5][N:6]1[C:14]2[C:9](=[CH:10][CH:11]=[CH:12][CH:13]=2)[C:8]([CH:15]2[CH2:16][CH2:17][N:18]([CH2:21][CH2:22][CH2:23][O:24][C:25]3[CH:26]=[CH:27][C:28]([C:29]4[N:35]=[N:36][NH:37][N:30]=4)=[CH:31][CH:32]=3)[CH2:19][CH2:20]2)=[CH:7]1)[CH3:2]. (4) Given the reactants [C:1]([O:5][C:6]([N:8]([CH2:10][C:11]1[CH:12]=[C:13](C2C=CC=C(COC3C=CC=CC=3CC(OC)=O)C=2)[CH:14]=[CH:15][CH:16]=1)C)=[O:7])([CH3:4])([CH3:3])[CH3:2].Br[C:37]1[CH:38]=[C:39]([CH:57]=[CH:58][CH:59]=1)[CH2:40][O:41][C:42]1[CH:47]=[CH:46][CH:45]=[CH:44][C:43]=1[CH:48]([CH3:56])[C:49]([O:51][C:52]([CH3:55])([CH3:54])[CH3:53])=[O:50].C(NCC1C=C(B2OC(C)(C)C(C)(C)O2)C=CC=1)(OC(C)(C)C)=O.[O-]P([O-])([O-])=O.[K+].[K+].[K+].C(Cl)Cl, predict the reaction product. The product is: [C:1]([O:5][C:6]([NH:8][CH2:10][C:11]1[CH:16]=[C:15]([C:37]2[CH:59]=[CH:58][CH:57]=[C:39]([CH2:40][O:41][C:42]3[CH:47]=[CH:46][CH:45]=[CH:44][C:43]=3[CH:48]([CH3:56])[C:49]([O:51][C:52]([CH3:55])([CH3:54])[CH3:53])=[O:50])[CH:38]=2)[CH:14]=[CH:13][CH:12]=1)=[O:7])([CH3:4])([CH3:2])[CH3:3]. (5) Given the reactants [CH2:1]([OH:8])[C:2]1[CH:7]=[CH:6][CH:5]=[CH:4][CH:3]=1.[H-].[Na+].[Br:11][C:12]1[CH:17]=[C:16]([F:18])[CH:15]=[C:14](F)[CH:13]=1.O, predict the reaction product. The product is: [CH2:1]([O:8][C:14]1[CH:15]=[C:16]([F:18])[CH:17]=[C:12]([Br:11])[CH:13]=1)[C:2]1[CH:7]=[CH:6][CH:5]=[CH:4][CH:3]=1. (6) Given the reactants [CH2:1]([O:3][C:4]([CH2:6][CH:7]([CH2:11][CH:12]([CH3:14])[CH3:13])[C:8]([OH:10])=O)=[O:5])[CH3:2].Cl.[S:16]1[CH:20]=[C:19]([C:21]2[CH:28]=[CH:27][C:24]([CH2:25][NH2:26])=[CH:23][CH:22]=2)[N:18]=[N:17]1.C1C=CC2N(O)N=NC=2C=1.C(Cl)CCl.CN1CCOCC1, predict the reaction product. The product is: [CH3:13][CH:12]([CH3:14])[CH2:11][CH:7]([C:8](=[O:10])[NH:26][CH2:25][C:24]1[CH:23]=[CH:22][C:21]([C:19]2[N:18]=[N:17][S:16][CH:20]=2)=[CH:28][CH:27]=1)[CH2:6][C:4]([O:3][CH2:1][CH3:2])=[O:5].